This data is from Full USPTO retrosynthesis dataset with 1.9M reactions from patents (1976-2016). The task is: Predict the reactants needed to synthesize the given product. (1) Given the product [CH3:3][O:2][N:4]=[CH:7][CH2:8][CH2:9][CH2:10][N:11]1[C:23]2[C:22]3[CH:21]=[CH:20][CH:19]=[CH:18][C:17]=3[N:16]=[C:15]([NH2:24])[C:14]=2[N:13]=[C:12]1[CH3:25], predict the reactants needed to synthesize it. The reactants are: Cl.[O:2]([NH2:4])[CH3:3].CO[CH:7](OC)[CH2:8][CH2:9][CH2:10][N:11]1[C:23]2[C:22]3[CH:21]=[CH:20][CH:19]=[CH:18][C:17]=3[N:16]=[C:15]([NH2:24])[C:14]=2[N:13]=[C:12]1[CH3:25]. (2) Given the product [CH3:9][O:8][C:5]1[CH:6]=[CH:7][C:2](/[CH:17]=[CH:16]/[C:15]([O:14][CH2:10][CH2:11][CH2:12][CH3:13])=[O:18])=[CH:3][CH:4]=1, predict the reactants needed to synthesize it. The reactants are: I[C:2]1[CH:7]=[CH:6][C:5]([O:8][CH3:9])=[CH:4][CH:3]=1.[CH2:10]([O:14][C:15](=[O:18])[CH:16]=[CH2:17])[CH2:11][CH2:12][CH3:13]. (3) Given the product [N+:1]([C:4]1[S:8][C:7]([S:9]([N:12]2[CH2:17][CH2:16][N:15]([C:29]3[N:30]=[CH:31][C:32]([C:35]([OH:44])([C:36]([F:37])([F:38])[F:39])[C:40]([F:42])([F:43])[F:41])=[CH:33][N:34]=3)[C@@H:14]([CH2:18][N:19]([CH2:24][CH:25]([CH3:27])[CH3:26])[S:20]([CH3:23])(=[O:22])=[O:21])[CH2:13]2)(=[O:11])=[O:10])=[CH:6][CH:5]=1)([O-:3])=[O:2], predict the reactants needed to synthesize it. The reactants are: [N+:1]([C:4]1[S:8][C:7]([S:9]([N:12]2[CH2:17][CH2:16][NH:15][C@@H:14]([CH2:18][N:19]([CH2:24][CH:25]([CH3:27])[CH3:26])[S:20]([CH3:23])(=[O:22])=[O:21])[CH2:13]2)(=[O:11])=[O:10])=[CH:6][CH:5]=1)([O-:3])=[O:2].Cl[C:29]1[N:34]=[CH:33][C:32]([C:35]([OH:44])([C:40]([F:43])([F:42])[F:41])[C:36]([F:39])([F:38])[F:37])=[CH:31][N:30]=1.CCN(C(C)C)C(C)C. (4) Given the product [CH3:9][C:10]1[CH:11]=[CH:12][C:13]([C:2]2[CH:7]=[CH:6][CH:5]=[C:4]([C:13]3[CH:12]=[CH:11][C:10]([CH3:9])=[CH:15][N:14]=3)[CH:3]=2)=[N:14][CH:15]=1, predict the reactants needed to synthesize it. The reactants are: Br[C:2]1[CH:7]=[CH:6][CH:5]=[C:4](Br)[CH:3]=1.[CH3:9][C:10]1[CH:11]=[CH:12][C:13]([Sn](CCCC)(CCCC)CCCC)=[N:14][CH:15]=1.[Cl-].[Li+]. (5) Given the product [N:1]1([CH2:8][CH:7]([C:9]2[CH:10]=[N:11][CH:12]=[CH:13][CH:14]=2)[OH:6])[CH:5]=[CH:4][N:3]=[CH:2]1, predict the reactants needed to synthesize it. The reactants are: [NH:1]1[CH:5]=[CH:4][N:3]=[CH:2]1.[O:6]1[CH2:8][CH:7]1[C:9]1[CH:10]=[N:11][CH:12]=[CH:13][CH:14]=1. (6) Given the product [Cl:28][C:17]1[CH:18]=[C:19]([C:23]2[NH:27][N:26]=[CH:25][CH:24]=2)[CH:20]=[C:21]([Cl:22])[C:16]=1[NH:15][C:7]1[C:8]2[CH:9]=[CH:10][NH:11][C:12](=[O:14])[C:13]=2[C:4]2[CH:3]=[C:2]([B:58]3[O:59][C:60]([CH3:62])([CH3:61])[C:56]([CH3:72])([CH3:55])[O:57]3)[CH:30]=[CH:29][C:5]=2[N:6]=1, predict the reactants needed to synthesize it. The reactants are: Br[C:2]1[CH:30]=[CH:29][C:5]2[N:6]=[C:7]([NH:15][C:16]3[C:21]([Cl:22])=[CH:20][C:19]([C:23]4[NH:27][N:26]=[CH:25][CH:24]=4)=[CH:18][C:17]=3[Cl:28])[C:8]3[CH:9]=[CH:10][NH:11][C:12](=[O:14])[C:13]=3[C:4]=2[CH:3]=1.C1(P(C2CCCCC2)C2CCCCC2)CCCCC1.C([O-])(=O)C.[K+].[CH3:55][C:56]1([CH3:72])[C:60]([CH3:62])([CH3:61])[O:59][B:58]([B:58]2[O:59][C:60]([CH3:62])([CH3:61])[C:56]([CH3:72])([CH3:55])[O:57]2)[O:57]1. (7) Given the product [S:1](=[O:39])(=[O:38])([O:3][CH2:4][CH2:5][C@@H:6]1[CH2:10][C@@H:9]([N:11]2[C:15]3[N:16]=[CH:17][N:18]=[C:19]([NH:20][C@@H:21]4[C:29]5[C:24](=[CH:25][CH:26]=[CH:27][CH:28]=5)[CH2:23][CH2:22]4)[C:14]=3[CH:13]=[CH:12]2)[CH2:8][C@@H:7]1[OH:30])[NH2:2], predict the reactants needed to synthesize it. The reactants are: [S:1](=[O:39])(=[O:38])([O:3][CH2:4][CH2:5][C@@H:6]1[CH2:10][C@@H:9]([N:11]2[C:15]3[N:16]=[CH:17][N:18]=[C:19]([NH:20][C@@H:21]4[C:29]5[C:24](=[CH:25][CH:26]=[CH:27][CH:28]=5)[CH2:23][CH2:22]4)[C:14]=3[CH:13]=[CH:12]2)[CH2:8][C@@H:7]1[O:30][Si](C(C)(C)C)(C)C)[NH2:2].N1C=CC=CC=1.O1CCCC1.F.N1C=CC=CC=1.